Dataset: Catalyst prediction with 721,799 reactions and 888 catalyst types from USPTO. Task: Predict which catalyst facilitates the given reaction. Reactant: [Cl:1][C:2]1[C:3]([NH:7][C:8]2[NH:12][C:11]3[CH:13]=[CH:14][C:15]([F:17])=[CH:16][C:10]=3[N:9]=2)=[CH:4][S:5][CH:6]=1.[Br:18]N1C(=O)CCC1=O.C1(C)C=CC=CC=1. Product: [ClH:1].[Br:18][C:4]1[S:5][CH:6]=[C:2]([Cl:1])[C:3]=1[NH:7][C:8]1[NH:12][C:11]2[CH:13]=[CH:14][C:15]([F:17])=[CH:16][C:10]=2[N:9]=1. The catalyst class is: 15.